This data is from Catalyst prediction with 721,799 reactions and 888 catalyst types from USPTO. The task is: Predict which catalyst facilitates the given reaction. (1) Reactant: [OH:1][C@@H:2]([CH2:18][N:19]1[CH2:24][CH2:23][O:22][CH2:21][CH2:20]1)[CH2:3][N:4]1[CH2:10][CH2:9][CH2:8][C:7]2[NH:11][C:12]([CH:15]=O)=[C:13]([CH3:14])[C:6]=2[C:5]1=[O:17].[Br:25][C:26]1[CH:27]=[C:28]2[C:32](=[CH:33][CH:34]=1)[NH:31][C:30](=[O:35])[CH2:29]2.N1CCCCC1. Product: [Br:25][C:26]1[CH:27]=[C:28]2[C:32](=[CH:33][CH:34]=1)[NH:31][C:30](=[O:35])/[C:29]/2=[CH:15]\[C:12]1[NH:11][C:7]2[CH2:8][CH2:9][CH2:10][N:4]([CH2:3][C@@H:2]([OH:1])[CH2:18][N:19]3[CH2:20][CH2:21][O:22][CH2:23][CH2:24]3)[C:5](=[O:17])[C:6]=2[C:13]=1[CH3:14]. The catalyst class is: 8. (2) Reactant: [CH2:1]([N:3]1[C:15]2[CH:14]=[CH:13][C:12]([NH2:16])=[CH:11][C:10]=2[C:9]2[C:4]1=[CH:5][CH:6]=[CH:7][CH:8]=2)[CH3:2].[C:17]([C:19]1[N:24]=[CH:23][C:22]([NH:25][C:26]([CH2:28][CH:29]([CH3:34])[CH2:30][C:31](O)=[O:32])=[O:27])=[CH:21][CH:20]=1)#[N:18].CN(C(ON1N=NC2C=CC=NC1=2)=[N+](C)C)C.F[P-](F)(F)(F)(F)F.CCN(C(C)C)C(C)C. Product: [C:17]([C:19]1[N:24]=[CH:23][C:22]([NH:25][C:26](=[O:27])[CH2:28][CH:29]([CH3:34])[CH2:30][C:31]([NH:16][C:12]2[CH:13]=[CH:14][C:15]3[N:3]([CH2:1][CH3:2])[C:4]4[C:9]([C:10]=3[CH:11]=2)=[CH:8][CH:7]=[CH:6][CH:5]=4)=[O:32])=[CH:21][CH:20]=1)#[N:18]. The catalyst class is: 18. (3) Reactant: Br.Br[C:3]1[CH:4]=[N:5][C:6]2[N:7]([CH:9]=[CH:10][NH+:11]=2)[CH:8]=1.[C:12]1(B(O)O)[CH:17]=[CH:16][CH:15]=[CH:14][CH:13]=1.C(=O)([O-])[O-].[Na+].[Na+]. Product: [C:12]1([C:3]2[CH:4]=[N:5][C:6]3[N:7]([CH:9]=[CH:10][N:11]=3)[CH:8]=2)[CH:17]=[CH:16][CH:15]=[CH:14][CH:13]=1. The catalyst class is: 203.